The task is: Predict the product of the given reaction.. This data is from Forward reaction prediction with 1.9M reactions from USPTO patents (1976-2016). (1) Given the reactants [CH3:1][O:2][C:3]1[CH:8]=[CH:7][C:6]([OH:9])=[CH:5][CH:4]=1.Cl[C:11]1[CH:12]=[CH:13][C:14]([N+:26]([O-:28])=[O:27])=[C:15]([CH2:17][NH:18][C:19](=[O:25])[O:20][C:21]([CH3:24])([CH3:23])[CH3:22])[CH:16]=1.[H-].[Na+], predict the reaction product. The product is: [C:21]([O:20][C:19](=[O:25])[NH:18][CH2:17][C:15]1[CH:16]=[C:11]([O:9][C:6]2[CH:7]=[CH:8][C:3]([O:2][CH3:1])=[CH:4][CH:5]=2)[CH:12]=[CH:13][C:14]=1[N+:26]([O-:28])=[O:27])([CH3:24])([CH3:23])[CH3:22]. (2) Given the reactants F[C:2]1[CH:7]=[CH:6][C:5]([N+:8]([O-:10])=[O:9])=[CH:4][C:3]=1[O:11][CH3:12].[F:13][CH2:14][CH:15]1[CH2:20][NH:19][CH2:18][CH2:17][N:16]1[CH3:21].C(=O)([O-])[O-].[K+].[K+], predict the reaction product. The product is: [F:13][CH2:14][CH:15]1[CH2:20][N:19]([C:2]2[CH:7]=[CH:6][C:5]([N+:8]([O-:10])=[O:9])=[CH:4][C:3]=2[O:11][CH3:12])[CH2:18][CH2:17][N:16]1[CH3:21]. (3) Given the reactants [CH2:1]([O:8][C:9](=[O:31])[C@H:10]([CH2:16][CH2:17][CH2:18][CH2:19][NH:20][C:21]([O:23][CH2:24][C:25]1[CH:30]=[CH:29][CH:28]=[CH:27][CH:26]=1)=[O:22])[NH:11][CH2:12][CH:13]([CH3:15])[CH3:14])[C:2]1[CH:7]=[CH:6][CH:5]=[CH:4][CH:3]=1.[CH3:32][C:33]1[CH:38]=[C:37]([CH3:39])[CH:36]=[C:35]([CH3:40])[C:34]=1[S:41](Cl)(=[O:43])=[O:42], predict the reaction product. The product is: [CH2:1]([O:8][C:9](=[O:31])[C@H:10]([CH2:16][CH2:17][CH2:18][CH2:19][NH:20][C:21]([O:23][CH2:24][C:25]1[CH:26]=[CH:27][CH:28]=[CH:29][CH:30]=1)=[O:22])[N:11]([CH2:12][CH:13]([CH3:15])[CH3:14])[S:41]([C:34]1[C:35]([CH3:40])=[CH:36][C:37]([CH3:39])=[CH:38][C:33]=1[CH3:32])(=[O:43])=[O:42])[C:2]1[CH:3]=[CH:4][CH:5]=[CH:6][CH:7]=1. (4) Given the reactants [Cl:1][C:2]1[CH:3]=[CH:4][C:5]([O:47][CH:48]([F:50])[F:49])=[C:6]([C:8]2[C:12]([NH:13][C:14]([C:16]3[CH:17]=[N:18][N:19]4[CH:24]=[CH:23][CH:22]=[N:21][C:20]=34)=[O:15])=[CH:11][N:10]([CH2:25][C:26]([N:28]3[CH2:33][CH2:32][N:31]([CH2:34][CH2:35]N4CCC([C:42]([O:44]CC)=[O:43])CC4)[CH2:30][CH2:29]3)=[O:27])[N:9]=2)[CH:7]=1.Cl.[CH3:52][C:53]1([C:59]([O:61][CH2:62][CH3:63])=[O:60])[CH2:58][CH2:57][NH:56][CH2:55][CH2:54]1, predict the reaction product. The product is: [CH:42]([OH:44])=[O:43].[Cl:1][C:2]1[CH:3]=[CH:4][C:5]([O:47][CH:48]([F:50])[F:49])=[C:6]([C:8]2[C:12]([NH:13][C:14]([C:16]3[CH:17]=[N:18][N:19]4[CH:24]=[CH:23][CH:22]=[N:21][C:20]=34)=[O:15])=[CH:11][N:10]([CH2:25][C:26]([N:28]3[CH2:29][CH2:30][N:31]([CH2:34][CH2:35][N:56]4[CH2:57][CH2:58][C:53]([CH3:52])([C:59]([O:61][CH2:62][CH3:63])=[O:60])[CH2:54][CH2:55]4)[CH2:32][CH2:33]3)=[O:27])[N:9]=2)[CH:7]=1.